This data is from Full USPTO retrosynthesis dataset with 1.9M reactions from patents (1976-2016). The task is: Predict the reactants needed to synthesize the given product. (1) Given the product [C:32]([O:19][C:20]1[CH:29]=[C:28]2[C:23]([C:24]([CH3:31])=[CH:25][C:26](=[O:30])[O:27]2)=[CH:22][CH:21]=1)(=[O:39])[C:33]1[CH:38]=[CH:37][CH:36]=[CH:35][CH:34]=1, predict the reactants needed to synthesize it. The reactants are: O1C2C(=CC=CC=2)C=CC1=O.C(N(CC)CC)C.[OH:19][C:20]1[CH:29]=[C:28]2[C:23]([C:24]([CH3:31])=[CH:25][C:26](=[O:30])[O:27]2)=[CH:22][CH:21]=1.[C:32](Cl)(=[O:39])[C:33]1[CH:38]=[CH:37][CH:36]=[CH:35][CH:34]=1. (2) Given the product [F:16][C:14]1[C:12](=[O:13])[NH:11][C:9](=[O:10])[N:8]([CH:15]=1)[C@@H:6]1[O:7][C@H:3]([CH3:2])[C@@H:4]([OH:18])[C@H:5]1[OH:17], predict the reactants needed to synthesize it. The reactants are: I[CH2:2][C@H:3]1[O:7][C@@H:6]([N:8]2[CH:15]=[C:14]([F:16])[C:12](=[O:13])[NH:11][C:9]2=[O:10])[C@H:5]([OH:17])[C@@H:4]1[OH:18].C(NC(C)C)(C)C. (3) Given the product [CH3:27][C:22]1([CH3:28])[C:23]([CH3:26])([CH3:25])[O:24][B:20]([C:2]2[CH:10]=[CH:9][C:8]([C:11]([F:14])([F:13])[F:12])=[C:7]3[C:3]=2[CH:4]=[N:5][NH:6]3)[O:21]1, predict the reactants needed to synthesize it. The reactants are: Br[C:2]1[CH:10]=[CH:9][C:8]([C:11]([F:14])([F:13])[F:12])=[C:7]2[C:3]=1[CH:4]=[N:5][NH:6]2.C([O-])(=O)C.[K+].[B:20]1([B:20]2[O:24][C:23]([CH3:26])([CH3:25])[C:22]([CH3:28])([CH3:27])[O:21]2)[O:24][C:23]([CH3:26])([CH3:25])[C:22]([CH3:28])([CH3:27])[O:21]1.